From a dataset of Forward reaction prediction with 1.9M reactions from USPTO patents (1976-2016). Predict the product of the given reaction. (1) The product is: [CH:5]([F:9])([C:4]([F:11])([F:10])[F:3])[CH:6]([F:8])[F:7].[CH2:6]([F:7])[CH:5]([F:9])[C:4]([F:11])([F:10])[F:3]. Given the reactants [H][H].[F:3][C:4]([F:11])([F:10])[C:5]([F:9])=[C:6]([F:8])[F:7], predict the reaction product. (2) Given the reactants [Br:1][C:2]1[C:3](Cl)=[N:4][CH:5]=[C:6]([CH:21]=1)[C:7]([NH:9][C:10]1[CH:15]=[CH:14][C:13]([O:16][C:17]([Cl:20])([F:19])[F:18])=[CH:12][CH:11]=1)=[O:8].[NH:23]1[CH2:27][CH2:26][C@H:25]([CH2:28][OH:29])[CH2:24]1, predict the reaction product. The product is: [Br:1][C:2]1[C:3]([N:23]2[CH2:27][CH2:26][C@H:25]([CH2:28][OH:29])[CH2:24]2)=[N:4][CH:5]=[C:6]([CH:21]=1)[C:7]([NH:9][C:10]1[CH:15]=[CH:14][C:13]([O:16][C:17]([Cl:20])([F:19])[F:18])=[CH:12][CH:11]=1)=[O:8]. (3) The product is: [OH:13][C:14]1[CH:19]=[CH:18][N:17]([C:20]2[CH:21]=[CH:22][C:23]([O:26][CH:27]3[CH2:32][CH2:31][CH2:30][CH2:29][O:28]3)=[CH:24][CH:25]=2)[C:16](=[O:33])[CH:15]=1. Given the reactants C1COCC1.C([O:13][C:14]1[CH:19]=[CH:18][N:17]([C:20]2[CH:25]=[CH:24][C:23]([O:26][CH:27]3[CH2:32][CH2:31][CH2:30][CH2:29][O:28]3)=[CH:22][CH:21]=2)[C:16](=[O:33])[CH:15]=1)C1C=CC=CC=1, predict the reaction product. (4) Given the reactants [Cl:1][C:2]1[CH:10]=[C:9]([C:11]([NH:13][CH:14]([C:16]2[NH:20][C:19]3[CH:21]=[CH:22][C:23]([Cl:25])=[CH:24][C:18]=3[N:17]=2)[CH3:15])=[O:12])[CH:8]=[CH:7][C:3]=1[C:4]([OH:6])=O.[N:26]1[CH:31]=[CH:30][CH:29]=[CH:28][C:27]=1[CH:32]1[CH2:36][CH2:35][CH2:34][NH:33]1.C(N(C(C)C)CC)(C)C.ClCl, predict the reaction product. The product is: [Cl:1][C:2]1[CH:10]=[C:9]([CH:8]=[CH:7][C:3]=1[C:4]([N:33]1[CH2:34][CH2:35][CH2:36][CH:32]1[C:27]1[CH:28]=[CH:29][CH:30]=[CH:31][N:26]=1)=[O:6])[C:11]([NH:13][CH:14]([C:16]1[NH:20][C:19]2[CH:21]=[CH:22][C:23]([Cl:25])=[CH:24][C:18]=2[N:17]=1)[CH3:15])=[O:12]. (5) Given the reactants Br[C:2]1[CH:7]=[CH:6][CH:5]=[CH:4][C:3]=1[Cl:8].[CH:9]([C:11]1[CH:16]=[CH:15][CH:14]=[CH:13][C:12]=1B(O)O)=[O:10].C(=O)([O-])[O-].[Na+].[Na+].C(OCC)(=O)C, predict the reaction product. The product is: [CH:9]([C:11]1[CH:16]=[CH:15][CH:14]=[CH:13][C:12]=1[C:2]1[CH:7]=[CH:6][CH:5]=[CH:4][C:3]=1[Cl:8])=[O:10]. (6) Given the reactants Br[C:2]1[CH:12]=[C:5]2[C:6]([CH3:11])=[N:7][C:8]([CH3:10])=[CH:9][N:4]2[N:3]=1.[CH3:13][Sn:14]([CH3:20])([CH3:19])[Sn:14]([CH3:20])([CH3:19])[CH3:13], predict the reaction product. The product is: [CH3:11][C:6]1[C:5]2[N:4]([N:3]=[C:2]([Sn:14]([CH3:20])([CH3:19])[CH3:13])[CH:12]=2)[CH:9]=[C:8]([CH3:10])[N:7]=1.